Dataset: Catalyst prediction with 721,799 reactions and 888 catalyst types from USPTO. Task: Predict which catalyst facilitates the given reaction. Reactant: C[O:2][C:3](=[O:15])[CH:4]([C:6]1[CH:14]=[CH:13][C:9]2[N:10]=[CH:11][S:12][C:8]=2[CH:7]=1)[CH3:5].[OH-].[Na+]. Product: [S:12]1[C:8]2[CH:7]=[C:6]([CH:4]([CH3:5])[C:3]([OH:15])=[O:2])[CH:14]=[CH:13][C:9]=2[N:10]=[CH:11]1. The catalyst class is: 13.